From a dataset of Forward reaction prediction with 1.9M reactions from USPTO patents (1976-2016). Predict the product of the given reaction. (1) Given the reactants C([O:4][C@@H:5]1[CH2:9][C@H:8]([C:10]2[N:14]([CH2:15][C:16]3[CH:21]=[CH:20][C:19]([Cl:22])=[CH:18][CH:17]=3)[C:13]([CH3:23])=[N:12][N:11]=2)[N:7]([C:24](=[O:40])[NH:25][C@@H:26]2[C:35]3[C:30](=[CH:31][C:32]([C:36]([F:39])([F:38])[F:37])=[CH:33][CH:34]=3)[O:29][CH2:28][CH2:27]2)[CH2:6]1)(=O)C.[K], predict the reaction product. The product is: [Cl:22][C:19]1[CH:20]=[CH:21][C:16]([CH2:15][N:14]2[C:13]([CH3:23])=[N:12][N:11]=[C:10]2[C@H:8]2[CH2:9][C@@H:5]([OH:4])[CH2:6][N:7]2[C:24]([NH:25][C@@H:26]2[C:35]3[C:30](=[CH:31][C:32]([C:36]([F:37])([F:39])[F:38])=[CH:33][CH:34]=3)[O:29][CH2:28][CH2:27]2)=[O:40])=[CH:17][CH:18]=1. (2) Given the reactants [NH2:1][CH:2]([CH2:12][C:13]1[CH:18]=[CH:17][C:16]([F:19])=[CH:15][CH:14]=1)[CH:3]([C:5]1[CH:10]=[CH:9][C:8]([F:11])=[CH:7][CH:6]=1)[OH:4].[CH:20]1([C:26](Cl)=[O:27])[CH2:25][CH2:24][CH2:23][CH2:22][CH2:21]1.C(=O)([O-])O.[Na+], predict the reaction product. The product is: [F:11][C:8]1[CH:7]=[CH:6][C:5]([CH:3]([OH:4])[CH:2]([NH:1][C:26]([CH:20]2[CH2:25][CH2:24][CH2:23][CH2:22][CH2:21]2)=[O:27])[CH2:12][C:13]2[CH:14]=[CH:15][C:16]([F:19])=[CH:17][CH:18]=2)=[CH:10][CH:9]=1. (3) Given the reactants [CH3:1][C@H:2]1[NH:7][CH2:6][C@H:5]([C:8]([O:10][CH3:11])=[O:9])[CH2:4][CH2:3]1.[CH3:12][C:13]([O:16][C:17](O[C:17]([O:16][C:13]([CH3:15])([CH3:14])[CH3:12])=[O:18])=[O:18])([CH3:15])[CH3:14], predict the reaction product. The product is: [CH3:1][C@H:2]1[N:7]([C:17]([O:16][C:13]([CH3:15])([CH3:14])[CH3:12])=[O:18])[CH2:6][C@H:5]([C:8]([O:10][CH3:11])=[O:9])[CH2:4][CH2:3]1. (4) The product is: [I:1][C:2]1[CH:9]=[CH:8][CH:7]=[CH:6][C:3]=1/[CH:4]=[N:21]/[S:18]([C:15]1[CH:14]=[CH:13][C:12]([C:11]([F:10])([F:23])[F:22])=[CH:17][CH:16]=1)(=[O:19])=[O:20]. Given the reactants [I:1][C:2]1[CH:9]=[CH:8][CH:7]=[CH:6][C:3]=1[CH:4]=O.[F:10][C:11]([F:23])([F:22])[C:12]1[CH:17]=[CH:16][C:15]([S:18]([NH2:21])(=[O:20])=[O:19])=[CH:14][CH:13]=1.C(N(CC)CC)C, predict the reaction product.